From a dataset of Reaction yield outcomes from USPTO patents with 853,638 reactions. Predict the reaction yield, written as a fraction of the theoretical maximum amount of product (1.0 means a 100% yield; for example, 0.34 means a 34% yield). (1) The reactants are [NH2:1][C:2]1[CH:6]=[C:5]([C:7]#[C:8][C:9]([CH3:12])([CH3:11])[CH3:10])[S:4][C:3]=1[C:13]([O:15][CH3:16])=[O:14].[CH3:17][O:18][P:19]1(=[O:26])[CH2:24][CH2:23][C:22](=O)[CH2:21][CH2:20]1.C([Sn](Cl)(Cl)CCCC)CCC.C1([SiH3])C=CC=CC=1. The product is [CH3:10][C:9]([CH3:11])([CH3:12])[C:8]#[C:7][C:5]1[S:4][C:3]([C:13]([O:15][CH3:16])=[O:14])=[C:2]([NH:1][CH:22]2[CH2:23][CH2:24][P:19]([O:18][CH3:17])(=[O:26])[CH2:20][CH2:21]2)[CH:6]=1. The catalyst is C1COCC1.CN(C=O)C. The yield is 0.850. (2) The product is [Cl:16][C:17]1[N:22]=[C:11]([C:12]([OH:15])([CH3:14])[CH3:13])[CH:20]=[CH:19][N:18]=1. The reactants are C1(C)C=CC=CC=1.C[Mg]Cl.[CH3:11][C:12]([OH:15])([CH3:14])[CH3:13].[Cl:16][C:17]1[N:22]=C(C(OC)=O)[CH:20]=[CH:19][N:18]=1. The catalyst is C1COCC1.CCOC(C)=O. The yield is 0.710. (3) The reactants are [Cl:1][C:2]1[CH:3]=[C:4]([NH:16][C:17]2[C:26]3[C:21](=[CH:22][C:23]([O:38][CH2:39][CH3:40])=[C:24]([NH:27][C:28](=[O:37])/[CH:29]=[CH:30]/[C@H:31]4[CH2:35][CH2:34][CH2:33][N:32]4[CH3:36])[CH:25]=3)[N:20]=[CH:19][C:18]=2[C:41]#[N:42])[CH:5]=[CH:6][C:7]=1[O:8][CH2:9][C:10]1[CH:15]=[CH:14][CH:13]=[CH:12][N:11]=1.O.[C:44]1([CH3:54])[CH:49]=[CH:48][C:47]([S:50]([OH:53])(=[O:52])=[O:51])=[CH:46][CH:45]=1. The catalyst is C(O)CC.O. The product is [C:44]1([CH3:54])[CH:45]=[CH:46][C:47]([S:50]([OH:53])(=[O:51])=[O:52])=[CH:48][CH:49]=1.[Cl:1][C:2]1[CH:3]=[C:4]([NH:16][C:17]2[C:26]3[C:21](=[CH:22][C:23]([O:38][CH2:39][CH3:40])=[C:24]([NH:27][C:28](=[O:37])/[CH:29]=[CH:30]/[C@H:31]4[CH2:35][CH2:34][CH2:33][N:32]4[CH3:36])[CH:25]=3)[N:20]=[CH:19][C:18]=2[C:41]#[N:42])[CH:5]=[CH:6][C:7]=1[O:8][CH2:9][C:10]1[CH:15]=[CH:14][CH:13]=[CH:12][N:11]=1. The yield is 0.980. (4) The reactants are Cl.[Cl:2][C:3]1[CH:8]=[CH:7][C:6]([S:9]([CH:12]2[CH2:14][CH2:13]2)(=[O:11])=[O:10])=[C:5]([N+:15]([O-])=O)[CH:4]=1. The catalyst is CCO.O.[Fe]. The product is [Cl:2][C:3]1[CH:8]=[CH:7][C:6]([S:9]([CH:12]2[CH2:14][CH2:13]2)(=[O:11])=[O:10])=[C:5]([CH:4]=1)[NH2:15]. The yield is 0.730.